This data is from Catalyst prediction with 721,799 reactions and 888 catalyst types from USPTO. The task is: Predict which catalyst facilitates the given reaction. (1) Reactant: [NH2:1][C:2]1[CH:10]=[CH:9][C:8]([N+:11]([O-:13])=[O:12])=[CH:7][C:3]=1[C:4]([OH:6])=O.[NH2:14][CH2:15][CH:16]1[CH2:19][O:18][CH2:17]1.CCN(C(C)C)C(C)C.C(P1(=O)OP(CCC)(=O)OP(CCC)(=O)O1)CC. Product: [NH2:1][C:2]1[CH:10]=[CH:9][C:8]([N+:11]([O-:13])=[O:12])=[CH:7][C:3]=1[C:4]([NH:14][CH2:15][CH:16]1[CH2:19][O:18][CH2:17]1)=[O:6]. The catalyst class is: 18. (2) Reactant: [CH3:1][S:2]([O-:4])=[O:3].[Na+].Br[C:7]1[N:12]=[CH:11][C:10]([CH2:13][O:14][C:15]2[CH:16]=[N:17][C:18]([N:21]3[CH2:26][CH2:25][N:24]([C:27]([O:29][C:30]([CH3:33])([CH3:32])[CH3:31])=[O:28])[CH2:23][CH2:22]3)=[N:19][CH:20]=2)=[CH:9][CH:8]=1.CNCCNC. Product: [CH3:1][S:2]([C:7]1[N:12]=[CH:11][C:10]([CH2:13][O:14][C:15]2[CH:20]=[N:19][C:18]([N:21]3[CH2:22][CH2:23][N:24]([C:27]([O:29][C:30]([CH3:33])([CH3:32])[CH3:31])=[O:28])[CH2:25][CH2:26]3)=[N:17][CH:16]=2)=[CH:9][CH:8]=1)(=[O:4])=[O:3]. The catalyst class is: 197. (3) Product: [OH:20][CH2:9][CH:8]([C:12]1[C:13]([CH3:19])=[CH:14][C:15]([CH3:18])=[C:16]([CH3:17])[C:11]=1[OH:10])[C:5]1[CH:6]=[CH:7][C:2]([Br:1])=[CH:3][CH:4]=1. Reactant: [Br:1][C:2]1[CH:7]=[CH:6][C:5]([CH:8]2[C:12]3[C:13]([CH3:19])=[CH:14][C:15]([CH3:18])=[C:16]([CH3:17])[C:11]=3[O:10][C:9]2=[O:20])=[CH:4][CH:3]=1. The catalyst class is: 175. (4) Reactant: C(OC(=O)[NH:7][CH2:8][C:9]([CH3:48])([CH3:47])[CH2:10][NH:11][C:12](=[O:46])[C:13]1[CH:18]=[CH:17][C:16]([NH:19][C:20]2[N:25]=[C:24]([NH:26][CH2:27][C:28]3[CH:33]=[CH:32][C:31]([O:34][CH2:35][CH2:36][CH2:37][Br:38])=[C:30]([Cl:39])[CH:29]=3)[N:23]=[C:22]([O:40][CH2:41][C:42]([F:45])([F:44])[F:43])[N:21]=2)=[CH:15][CH:14]=1)(C)(C)C.C(Cl)Cl.[F:53][C:54]([F:59])([F:58])[C:55]([OH:57])=[O:56]. The catalyst class is: 25. Product: [F:53][C:54]([F:59])([F:58])[C:55]([OH:57])=[O:56].[NH2:7][CH2:8][C:9]([CH3:48])([CH3:47])[CH2:10][NH:11][C:12](=[O:46])[C:13]1[CH:18]=[CH:17][C:16]([NH:19][C:20]2[N:25]=[C:24]([NH:26][CH2:27][C:28]3[CH:33]=[CH:32][C:31]([O:34][CH2:35][CH2:36][CH2:37][Br:38])=[C:30]([Cl:39])[CH:29]=3)[N:23]=[C:22]([O:40][CH2:41][C:42]([F:43])([F:44])[F:45])[N:21]=2)=[CH:15][CH:14]=1. (5) Reactant: [N:1]([Sn](CCCC)(CCCC)CCCC)=[N+:2]=[N-:3].[CH:17]([O:20][C:21]([N:23]1[C:32]2[C:27](=[CH:28][C:29]([C:33]([F:36])([F:35])[F:34])=[CH:30][CH:31]=2)[C@@H:26]([N:37]([CH2:40][C:41]2[CH:46]=[C:45]([C:47]([F:50])([F:49])[F:48])[CH:44]=[C:43]([C:51]([F:54])([F:53])[F:52])[CH:42]=2)[C:38]#[N:39])[CH2:25][C@H:24]1[CH2:55][CH3:56])=[O:22])([CH3:19])[CH3:18].C(OCC)(=O)C.Cl. Product: [CH:17]([O:20][C:21]([N:23]1[C:32]2[C:27](=[CH:28][C:29]([C:33]([F:35])([F:36])[F:34])=[CH:30][CH:31]=2)[C@@H:26]([N:37]([CH2:40][C:41]2[CH:42]=[C:43]([C:51]([F:54])([F:52])[F:53])[CH:44]=[C:45]([C:47]([F:48])([F:49])[F:50])[CH:46]=2)[C:38]2[NH:3][N:2]=[N:1][N:39]=2)[CH2:25][C@H:24]1[CH2:55][CH3:56])=[O:22])([CH3:19])[CH3:18]. The catalyst class is: 11.